Regression. Given a peptide amino acid sequence and an MHC pseudo amino acid sequence, predict their binding affinity value. This is MHC class I binding data. From a dataset of Peptide-MHC class I binding affinity with 185,985 pairs from IEDB/IMGT. The peptide sequence is ISDEFMWRY. The MHC is HLA-A01:01 with pseudo-sequence HLA-A01:01. The binding affinity (normalized) is 1.00.